This data is from Forward reaction prediction with 1.9M reactions from USPTO patents (1976-2016). The task is: Predict the product of the given reaction. (1) Given the reactants [F:1][C:2]1[CH:7]=[C:6]([O:8][CH2:9][O:10][CH3:11])[CH:5]=[CH:4][C:3]=1[N+:12]([O-])=O.[H][H], predict the reaction product. The product is: [F:1][C:2]1[CH:7]=[C:6]([O:8][CH2:9][O:10][CH3:11])[CH:5]=[CH:4][C:3]=1[NH2:12]. (2) Given the reactants [CH:1]([O:4][C:5]([N:7]1[CH2:12][CH2:11][CH:10]([C@H:13]([CH3:21])[CH2:14][CH2:15][O:16]S(C)(=O)=O)[CH2:9][CH2:8]1)=[O:6])([CH3:3])[CH3:2].[Cl:22][C:23]1[N:28]=[CH:27][C:26](O)=[CH:25][N:24]=1.C(=O)([O-])[O-].[K+].[K+], predict the reaction product. The product is: [CH:1]([O:4][C:5]([N:7]1[CH2:12][CH2:11][CH:10]([C@H:13]([CH3:21])[CH2:14][CH2:15][O:16][C:26]2[CH:25]=[N:24][C:23]([Cl:22])=[N:28][CH:27]=2)[CH2:9][CH2:8]1)=[O:6])([CH3:3])[CH3:2]. (3) Given the reactants [NH:1]1[C:5]2[CH:6]=[CH:7][CH:8]=[CH:9][C:4]=2[N:3]=[C:2]1[S:10][CH2:11][C:12]1[CH:20]=[CH:19][C:15]([C:16]([OH:18])=O)=[CH:14][CH:13]=1.F[P-](F)(F)(F)(F)F.N1(O[P+](N(C)C)(N(C)C)N(C)C)C2C=CC=CC=2N=N1.[CH3:48][N:49]([CH3:54])[CH2:50][CH2:51][CH2:52][NH2:53], predict the reaction product. The product is: [NH:3]1[C:4]2[CH:9]=[CH:8][CH:7]=[CH:6][C:5]=2[N:1]=[C:2]1[S:10][CH2:11][C:12]1[CH:13]=[CH:14][C:15]([C:16]([NH:53][CH2:52][CH2:51][CH2:50][N:49]([CH3:54])[CH3:48])=[O:18])=[CH:19][CH:20]=1. (4) Given the reactants [NH2:1][C:2]1[C:11]([F:12])=[C:10](F)[C:9]2[O:14][CH2:15][C:16]3([CH2:18][CH2:17]3)[N:7]3[C:8]=2[C:3]=1[C:4](=[O:21])[C:5]([C:19]#[N:20])=[CH:6]3.[NH:22]1[CH:26]=[CH:25][C:24](CCCN)=[N:23]1, predict the reaction product. The product is: [N:23]1([CH2:4][CH2:3][CH2:2][NH:1][C:10]2[C:9]3[O:14][CH2:15][C:16]4([CH2:17][CH2:18]4)[N:7]4[C:8]=3[C:3]([C:4](=[O:21])[C:5]([C:19]#[N:20])=[CH:6]4)=[C:2]([NH2:1])[C:11]=2[F:12])[CH:24]=[CH:25][CH:26]=[N:22]1. (5) Given the reactants Cl[CH2:2][C:3]1[CH:8]=[CH:7][CH:6]=[C:5]([S:9][CH2:10][CH:11]2[CH2:13][CH2:12]2)[N:4]=1.C([O:16][C:17](=[O:28])[CH2:18][CH2:19][C:20]1[CH:25]=[CH:24][C:23]([OH:26])=[C:22]([Cl:27])[CH:21]=1)C, predict the reaction product. The product is: [Cl:27][C:22]1[CH:21]=[C:20]([CH2:19][CH2:18][C:17]([OH:28])=[O:16])[CH:25]=[CH:24][C:23]=1[O:26][CH2:2][C:3]1[CH:8]=[CH:7][CH:6]=[C:5]([S:9][CH2:10][CH:11]2[CH2:13][CH2:12]2)[N:4]=1. (6) The product is: [F:1][C:2]1[CH:7]=[CH:6][C:5]([C:8]2[C:9]([CH3:20])=[CH:10][C:11]([O:15][CH2:16][C@@H:17]([OH:19])[CH3:18])=[CH:12][C:13]=2[CH3:14])=[CH:4][C:3]=1[CH2:21][O:22][C:23]1[N:28]=[CH:27][C:26]2[C@@H:29]3[C@@H:32]([C:33]([OH:35])=[O:34])[C@@H:30]3[CH2:31][C:25]=2[CH:24]=1. Given the reactants [F:1][C:2]1[CH:7]=[CH:6][C:5]([C:8]2[C:13]([CH3:14])=[CH:12][C:11]([O:15][CH2:16][C@@H:17]([OH:19])[CH3:18])=[CH:10][C:9]=2[CH3:20])=[CH:4][C:3]=1[CH2:21][O:22][C:23]1[N:28]=[CH:27][C:26]2[C@@H:29]3[C@@H:32]([C:33]([O:35]CC)=[O:34])[C@@H:30]3[CH2:31][C:25]=2[CH:24]=1.[OH-].[Na+].O.Cl, predict the reaction product. (7) Given the reactants ClC1C=CC([O:6][C:7]2[C:16]3[C:11](=[CH:12][C:13]([O:19][CH2:20][CH:21]4[CH2:26][CH2:25][CH2:24][N:23]([CH3:27])[CH2:22]4)=[C:14]([O:17][CH3:18])[CH:15]=3)[N:10]=[CH:9][N:8]=2)=C(F)C=1, predict the reaction product. The product is: [CH3:18][O:17][C:14]1[CH:15]=[C:16]2[C:11](=[CH:12][C:13]=1[O:19][CH2:20][CH:21]1[CH2:26][CH2:25][CH2:24][N:23]([CH3:27])[CH2:22]1)[N:10]=[CH:9][NH:8][C:7]2=[O:6]. (8) Given the reactants Br[C:2]1[C:3](Cl)=[N:4][C:5]([Cl:8])=[N:6][CH:7]=1.[Br:10][C:11]1[CH:12]=[C:13]([CH:16]=[CH:17][CH:18]=1)[CH:14]=O.[NH2:19][NH2:20], predict the reaction product. The product is: [Br:10][C:11]1[CH:12]=[C:13]([C:14]2[C:2]3[C:3](=[N:4][C:5]([Cl:8])=[N:6][CH:7]=3)[NH:20][N:19]=2)[CH:16]=[CH:17][CH:18]=1. (9) The product is: [Cl:1][C:2]1[CH:7]=[CH:6][N:5]=[C:4]([CH:8]([CH:12]2[CH2:14][CH2:13]2)[CH:9]=[O:10])[C:3]=1[CH3:22]. Given the reactants [Cl:1][C:2]1[CH:7]=[CH:6][N:5]=[C:4]([C:8]([CH:12]2[CH2:14][CH2:13]2)=[CH:9][O:10]C)[C:3]=1OC.S(=O)(=O)(O)O.[CH2:22]1COCC1, predict the reaction product. (10) Given the reactants F[C:2]1[CH:11]=[CH:10][C:5]([C:6]([O:8][CH3:9])=[O:7])=[CH:4][CH:3]=1.[Br:12][C:13]1[CH:18]=[CH:17][CH:16]=[CH:15][C:14]=1[OH:19].C([O-])([O-])=O.[Cs+].[Cs+].CS(C)=O, predict the reaction product. The product is: [Br:12][C:13]1[CH:18]=[CH:17][CH:16]=[CH:15][C:14]=1[O:19][C:2]1[CH:11]=[CH:10][C:5]([C:6]([O:8][CH3:9])=[O:7])=[CH:4][CH:3]=1.